This data is from Full USPTO retrosynthesis dataset with 1.9M reactions from patents (1976-2016). The task is: Predict the reactants needed to synthesize the given product. (1) Given the product [Cl:1][C:2]1[CH:7]=[CH:6][C:5]([C:8]2[CH:9]=[C:10]([CH:11]([F:13])[F:12])[N:19]3[N:20]=[CH:21][CH:22]=[C:18]3[N:17]=2)=[CH:4][C:3]=1[CH3:16], predict the reactants needed to synthesize it. The reactants are: [Cl:1][C:2]1[CH:7]=[CH:6][C:5]([C:8](=O)[CH2:9][C:10](=O)[CH:11]([F:13])[F:12])=[CH:4][C:3]=1[CH3:16].[NH2:17][C:18]1[CH:22]=[CH:21][NH:20][N:19]=1. (2) Given the product [Cl:15][C:4]1[C:5]2[CH:10]=[C:9]([CH3:11])[O:8][C:6]=2[N:7]=[C:2]([CH3:1])[N:3]=1, predict the reactants needed to synthesize it. The reactants are: [CH3:1][C:2]1[NH:3][C:4](=O)[C:5]2[CH:10]=[C:9]([CH3:11])[O:8][C:6]=2[N:7]=1.O=P(Cl)(Cl)[Cl:15].